Dataset: Full USPTO retrosynthesis dataset with 1.9M reactions from patents (1976-2016). Task: Predict the reactants needed to synthesize the given product. (1) Given the product [N+:1]([C:4]1[NH:5][CH:6]=[N:7][C:8]=1[SH:21])([O-:3])=[O:2], predict the reactants needed to synthesize it. The reactants are: [N+:1]([C:4]1[N:5]=[CH:6][NH:7][C:8]=1[N+]([O-])=O)([O-:3])=[O:2].O.O.O.O.O.O.O.O.O.[S:21]([O-])([O-])(=O)=O.[Na+].[Na+].Cl. (2) The reactants are: [CH3:17][C:9]1[CH:10]=[CH:11][CH:12]=[C:13]([N+]([O-])=O)[C:8]=1C(OC(=O)[C:8]1[C:13]([N+]([O-])=O)=[CH:12][CH:11]=[CH:10][C:9]=1[CH3:17])=O.O[C@H:27](/[CH:73]=[CH:74]/[CH2:75][CH2:76][S:77]C(C1C=CC=CC=1)(C1C=CC=CC=1)C1C=CC=CC=1)[CH2:28][C:29]([NH:31][C@H:32]([CH3:72])[C:33]([NH:35][C@H:36]([CH2:51][S:52][C:53]([C:66]1[CH:71]=[CH:70][CH:69]=[CH:68][CH:67]=1)([C:60]1[CH:65]=[CH:64][CH:63]=[CH:62][CH:61]=1)[C:54]1[CH:59]=[CH:58][CH:57]=[CH:56][CH:55]=1)[C:37]([NH:39][C@H:40]([CH:48]([CH3:50])[CH3:49])[C:41]([NH:43][CH2:44][C:45]([OH:47])=[O:46])=[O:42])=[O:38])=[O:34])=[O:30].Cl. Given the product [CH:48]([C@H:40]1[NH:39][C:37](=[O:38])[C@@H:36]([CH2:51][S:52][C:53]([C:54]2[CH:55]=[CH:56][CH:57]=[CH:58][CH:59]=2)([C:66]2[CH:67]=[CH:68][CH:69]=[CH:70][CH:71]=2)[C:60]2[CH:65]=[CH:64][CH:63]=[CH:62][CH:61]=2)[NH:35][C:33](=[O:34])[C@@H:32]([CH3:72])[NH:31][C:29](=[O:30])[CH2:28][C@@H:27](/[CH:73]=[CH:74]/[CH2:75][CH2:76][S:77][C:17]([C:9]2[CH:8]=[CH:13][CH:12]=[CH:11][CH:10]=2)([C:8]2[CH:13]=[CH:12][CH:11]=[CH:10][CH:9]=2)[C:9]2[CH:10]=[CH:11][CH:12]=[CH:13][CH:8]=2)[O:46][C:45](=[O:47])[CH2:44][NH:43][C:41]1=[O:42])([CH3:49])[CH3:50], predict the reactants needed to synthesize it. (3) Given the product [NH2:79][C:77]1[N:78]=[C:24]([CH:11]2[CH2:10][CH:9]([C:6]3[CH:7]=[CH:8][C:3]([CH2:1][CH3:2])=[CH:4][CH:5]=3)[CH2:14][N:13]([C:15]([N:17]3[CH2:22][CH2:21][CH:20]([OH:23])[CH2:19][CH2:18]3)=[O:16])[CH2:12]2)[O:25][N:76]=1, predict the reactants needed to synthesize it. The reactants are: [CH2:1]([C:3]1[CH:8]=[CH:7][C:6]([CH:9]2[CH2:14][N:13]([C:15]([N:17]3[CH2:22][CH2:21][CH:20]([OH:23])[CH2:19][CH2:18]3)=[O:16])[CH2:12][CH:11]([C:24](O)=[O:25])[CH2:10]2)=[CH:5][CH:4]=1)[CH3:2].C1CN([P+](ON2N=NC3C=CC=CC2=3)(N2CCCC2)N2CCCC2)CC1.F[P-](F)(F)(F)(F)F.CCN(C(C)C)C(C)C.O.S(O)(O)(=O)=O.O[NH:76][C:77]([NH2:79])=[NH:78].ONC(N)=N. (4) The reactants are: [Br:1][C:2]1[CH:3]=[C:4]([CH:11]=[CH:12][CH:13]=1)[CH2:5][CH:6]([CH2:9][OH:10])[CH2:7][OH:8].O.[C:15]1(C)[CH:20]=CC(S(O)(=O)=O)=C[CH:16]=1.C(=O)([O-])O.[Na+]. Given the product [Br:1][C:2]1[CH:3]=[C:4]([CH:11]=[CH:12][CH:13]=1)[CH2:5][CH:6]1[CH2:7][O:8][C:15]([CH3:20])([CH3:16])[O:10][CH2:9]1, predict the reactants needed to synthesize it.